From a dataset of Reaction yield outcomes from USPTO patents with 853,638 reactions. Predict the reaction yield, written as a fraction of the theoretical maximum amount of product (1.0 means a 100% yield; for example, 0.34 means a 34% yield). (1) The reactants are [C:1]([N:8]1[CH:12]=[CH:11]N=C1)(N1C=CN=C1)=[S:2].NC1C=[C:18]([C:20]([F:23])([F:22])[F:21])[C:17]([S:24][C:25]2[CH:34]=[CH:33][C:28]([C:29]([O:31][CH3:32])=[O:30])=[CH:27][CH:26]=2)=[C:16]([Cl:35])[CH:15]=1. The catalyst is ClCCl. The product is [CH3:32][O:31][C:29](=[O:30])[C:28]1[CH:33]=[CH:34][C:25]([S:24][C:17]2[C:18]([C:20]([F:22])([F:23])[F:21])=[CH:11][C:12]([N:8]=[C:1]=[S:2])=[CH:15][C:16]=2[Cl:35])=[CH:26][CH:27]=1. The yield is 0.420. (2) The reactants are [F:1][C:2]1[CH:3]=[C:4]([CH:10]([C:18]2[NH:22][C:21]([C:23]3[N:28]=[CH:27][C:26]([CH:29]([OH:32])[CH2:30][OH:31])=[CH:25][CH:24]=3)=[CH:20][CH:19]=2)[CH2:11][CH:12]2[CH2:17][CH2:16][O:15][CH2:14][CH2:13]2)[CH:5]=[CH:6][C:7]=1SC.O1CCC[CH2:34]1.CO.O[O:41][S:42]([O-:44])=O.[K+]. The catalyst is C(OCC)(=O)C.O. The product is [F:1][C:2]1[CH:3]=[C:4]([CH:10]([C:18]2[NH:22][C:21]([C:23]3[N:28]=[CH:27][C:26]([CH:29]([OH:32])[CH2:30][OH:31])=[CH:25][CH:24]=3)=[CH:20][CH:19]=2)[CH2:11][CH:12]2[CH2:17][CH2:16][O:15][CH2:14][CH2:13]2)[CH:5]=[CH:6][C:7]=1[S:42]([CH3:34])(=[O:44])=[O:41]. The yield is 0.840. (3) The reactants are [Br:1][C:2]1[CH:3]=[C:4]([NH2:13])[C:5]([NH:8][C:9]([CH3:12])([CH3:11])[CH3:10])=[CH:6][CH:7]=1.[CH3:14][C:15]1[N:19]=[C:18]([C:20]2[CH:27]=[CH:26][CH:25]=[CH:24][C:21]=2[CH:22]=O)[O:17][N:16]=1.OOS([O-])=O.[K+].S([O-])([O-])(=O)=S.[Na+].[Na+]. The catalyst is CN(C=O)C.O. The product is [Br:1][C:2]1[CH:7]=[CH:6][C:5]2[N:8]([C:9]([CH3:10])([CH3:12])[CH3:11])[C:22]([C:21]3[CH:24]=[CH:25][CH:26]=[CH:27][C:20]=3[C:18]3[O:17][N:16]=[C:15]([CH3:14])[N:19]=3)=[N:13][C:4]=2[CH:3]=1. The yield is 0.760. (4) The reactants are [NH2:1][C:2]1[CH:3]=[C:4]2[C:8](=[CH:9][CH:10]=1)[CH2:7][CH2:6][CH2:5]2.[CH3:11][O:12][CH2:13][C:14](Cl)=[O:15].N1C=CC=CC=1. The catalyst is CN(C=O)C. The product is [CH3:11][O:12][CH2:13][C:14]([NH:1][C:2]1[CH:3]=[C:4]2[C:8](=[CH:9][CH:10]=1)[CH2:7][CH2:6][CH2:5]2)=[O:15]. The yield is 0.830. (5) The reactants are [NH2:1][C:2]1[C:7](Br)=[N:6][C:5]([Br:9])=[CH:4][N:3]=1.[CH3:10][N:11]([CH3:18])[CH:12]1[CH2:17][CH2:16][NH:15][CH2:14][CH2:13]1. No catalyst specified. The product is [Br:9][C:5]1[N:6]=[C:7]([N:15]2[CH2:16][CH2:17][CH:12]([N:11]([CH3:18])[CH3:10])[CH2:13][CH2:14]2)[C:2]([NH2:1])=[N:3][CH:4]=1. The yield is 0.830. (6) The reactants are [CH3:1][C:2]([CH3:25])([CH3:24])[C:3]([O:5][C:6]1[C:7]([C:17]([O:19][CH2:20][CH2:21][CH2:22][CH3:23])=[O:18])=[CH:8][CH:9]=[C:10]2[C:15]=1[N:14]=[C:13]([CH3:16])[CH:12]=[CH:11]2)=[O:4].[Se](=O)=[O:27]. The catalyst is O1CCOCC1. The product is [CH3:1][C:2]([CH3:24])([CH3:25])[C:3]([O:5][C:6]1[C:7]([C:17]([O:19][CH2:20][CH2:21][CH2:22][CH3:23])=[O:18])=[CH:8][CH:9]=[C:10]2[C:15]=1[N:14]=[C:13]([CH:16]=[O:27])[CH:12]=[CH:11]2)=[O:4]. The yield is 0.710.